Dataset: Full USPTO retrosynthesis dataset with 1.9M reactions from patents (1976-2016). Task: Predict the reactants needed to synthesize the given product. (1) Given the product [NH2:1][C:2]1[N:6]([C:7]2[CH:8]=[C:9]([CH2:13][C:14]([NH2:23])=[O:15])[CH:10]=[CH:11][CH:12]=2)[N:5]=[C:4]([C:19]([F:22])([F:21])[F:20])[CH:3]=1, predict the reactants needed to synthesize it. The reactants are: [NH2:1][C:2]1[N:6]([C:7]2[CH:8]=[C:9]([CH2:13][C:14](OCC)=[O:15])[CH:10]=[CH:11][CH:12]=2)[N:5]=[C:4]([C:19]([F:22])([F:21])[F:20])[CH:3]=1.[NH4+:23].[OH-]. (2) Given the product [ClH:19].[N:20]1[CH:25]=[CH:24][CH:23]=[CH:22][C:21]=1[CH:26]([NH:28][S:16]([C:14]1[S:15][C:11]([C:5]2[CH:4]=[C:3]([CH2:1][CH3:2])[C:8](=[O:9])[NH:7][C:6]=2[CH3:10])=[CH:12][CH:13]=1)(=[O:18])=[O:17])[CH3:27], predict the reactants needed to synthesize it. The reactants are: [CH2:1]([C:3]1[C:8](=[O:9])[NH:7][C:6]([CH3:10])=[C:5]([C:11]2[S:15][C:14]([S:16]([Cl:19])(=[O:18])=[O:17])=[CH:13][CH:12]=2)[CH:4]=1)[CH3:2].[N:20]1[CH:25]=[CH:24][CH:23]=[CH:22][C:21]=1[CH:26]([NH2:28])[CH3:27]. (3) Given the product [CH:1]12[CH2:7][CH:4]([CH:3]=[CH:2]1)[CH2:5][CH:6]2[CH2:25][O:27][Si:11]([CH3:10])([C:12]1[CH:17]=[CH:16][CH:15]=[CH:14][CH:13]=1)[C:18]1[CH:23]=[CH:22][CH:21]=[CH:20][CH:19]=1, predict the reactants needed to synthesize it. The reactants are: [C:1]12(CO)[CH2:7][CH:4]([CH2:5][CH2:6]1)[CH:3]=[CH:2]2.[CH3:10][SiH:11]([C:18]1[CH:23]=[CH:22][CH:21]=[CH:20][CH:19]=1)[C:12]1[CH:17]=[CH:16][CH:15]=[CH:14][CH:13]=1.C[C:25](C)([O-:27])C.[K+]. (4) Given the product [Cl:29][CH2:28][CH2:27][O:1][C:2]1[CH:11]=[C:10]2[C:5]([C:6]([O:12][C:13]3[CH:18]=[CH:17][C:16]([O:19][CH3:20])=[CH:15][C:14]=3[C:21](=[O:23])[CH3:22])=[CH:7][CH:8]=[N:9]2)=[CH:4][C:3]=1[O:24][CH3:25], predict the reactants needed to synthesize it. The reactants are: [OH:1][C:2]1[CH:11]=[C:10]2[C:5]([C:6]([O:12][C:13]3[CH:18]=[CH:17][C:16]([O:19][CH3:20])=[CH:15][C:14]=3[C:21](=[O:23])[CH3:22])=[CH:7][CH:8]=[N:9]2)=[CH:4][C:3]=1[O:24][CH3:25].Br[CH2:27][CH2:28][Cl:29].C(=O)([O-])[O-].[K+].[K+].O. (5) Given the product [Br:1][C:2]1[CH:3]=[C:4]2[C:10]([C:11]3[CH:12]=[C:13]([OH:17])[CH:14]=[CH:15][CH:16]=3)=[C:9]([C:19]3[CH:20]=[CH:21][CH:22]=[CH:23][CH:24]=3)[NH:8][C:5]2=[N:6][CH:7]=1, predict the reactants needed to synthesize it. The reactants are: [Br:1][C:2]1[CH:3]=[C:4]2[C:10]([C:11]3[CH:16]=[CH:15][CH:14]=[C:13]([O:17]C)[CH:12]=3)=[C:9]([C:19]3[CH:24]=[CH:23][CH:22]=[CH:21][CH:20]=3)[NH:8][C:5]2=[N:6][CH:7]=1. (6) Given the product [Cl:10][C:11]1[CH:20]=[CH:19][C:18]([F:21])=[C:17]([O:16][CH2:15][C:14]#[CH:13])[CH:12]=1, predict the reactants needed to synthesize it. The reactants are: ClC1C=CC(F)(O)CC=1.[Cl:10][C:11]1[CH:20]=[CH:19][C:18]([F:21])=[C:17]2[C:12]=1[CH:13]=[CH:14][CH2:15][O:16]2.